This data is from Catalyst prediction with 721,799 reactions and 888 catalyst types from USPTO. The task is: Predict which catalyst facilitates the given reaction. (1) Reactant: [CH2:1]([C:8]1[CH:9]=[C:10]([NH:14][C:15]2[N:23]=[CH:22][C:21]([F:24])=[CH:20][C:16]=2[C:17]([OH:19])=O)[CH:11]=[CH:12][CH:13]=1)[C:2]1[CH:7]=[CH:6][CH:5]=[CH:4][CH:3]=1.[NH2:25][C@@H:26]1[CH2:31][CH2:30][C@H:29]([NH:32][C:33]([C:35]2[N:36]=[C:37]3[CH:42]=[CH:41][CH:40]=[CH:39][N:38]3[CH:43]=2)=[O:34])[CH2:28][CH2:27]1.C(N(CC)CC)C. Product: [CH2:1]([C:8]1[CH:9]=[C:10]([NH:14][C:15]2[C:16]([C:17]([NH:25][C@@H:26]3[CH2:27][CH2:28][C@H:29]([NH:32][C:33]([C:35]4[N:36]=[C:37]5[CH:42]=[CH:41][CH:40]=[CH:39][N:38]5[CH:43]=4)=[O:34])[CH2:30][CH2:31]3)=[O:19])=[CH:20][C:21]([F:24])=[CH:22][N:23]=2)[CH:11]=[CH:12][CH:13]=1)[C:2]1[CH:7]=[CH:6][CH:5]=[CH:4][CH:3]=1. The catalyst class is: 10. (2) Reactant: [ClH:1].C(OC([N:9]1[CH2:14][CH2:13][N:12]([C:15]2[CH:20]=[CH:19][CH:18]=[C:17]([CH2:21][OH:22])[CH:16]=2)[CH2:11][CH2:10]1)=O)(C)(C)C. Product: [ClH:1].[N:12]1([C:15]2[CH:16]=[C:17]([CH2:21][OH:22])[CH:18]=[CH:19][CH:20]=2)[CH2:13][CH2:14][NH:9][CH2:10][CH2:11]1. The catalyst class is: 12.